From a dataset of Retrosynthesis with 50K atom-mapped reactions and 10 reaction types from USPTO. Predict the reactants needed to synthesize the given product. (1) Given the product Cc1ccc(Nc2cncc(F)c2)c(C(=O)Nc2nc(C3CC3)cs2)n1, predict the reactants needed to synthesize it. The reactants are: Cc1ccc(N)c(C(=O)Nc2nc(C3CC3)cs2)n1.Fc1cncc(Br)c1. (2) Given the product CCc1cccc([C@@H](Oc2ccc3c(cnn3-c3ccc(F)cc3)c2)[C@H](C)N)c1, predict the reactants needed to synthesize it. The reactants are: CCc1cccc([C@@H](O)[C@H](C)N)c1.Fc1ccc(-n2ncc3cc(I)ccc32)cc1.